This data is from Full USPTO retrosynthesis dataset with 1.9M reactions from patents (1976-2016). The task is: Predict the reactants needed to synthesize the given product. Given the product [OH:23][C:17]1[CH:16]=[C:15]([NH:14][C:10]2[CH:11]=[CH:12][CH:13]=[C:4]([C:3]([OH:31])=[O:2])[C:5]=2[C:6]([OH:8])=[O:7])[CH:20]=[CH:19][C:18]=1[O:21][CH3:22], predict the reactants needed to synthesize it. The reactants are: C[O:2][C:3](=[O:31])[C:4]1[C:5](=[C:10]([NH:14][C:15]2[CH:20]=[CH:19][C:18]([O:21][CH3:22])=[C:17]([O:23][Si](C(C)(C)C)(C)C)[CH:16]=2)[CH:11]=[CH:12][CH:13]=1)[C:6]([O:8]C)=[O:7].[OH-].[Na+].